This data is from Experimentally validated miRNA-target interactions with 360,000+ pairs, plus equal number of negative samples. The task is: Binary Classification. Given a miRNA mature sequence and a target amino acid sequence, predict their likelihood of interaction. (1) The miRNA is hsa-miR-2276-5p with sequence GCCCUCUGUCACCUUGCAGACG. The protein sequence of the target gene is MAASGSFPLLVEGSWGPDPPKNLINKLQVYFQSRKKSGGGECEVVPEPGNPARFRVLFSPEDVRQNVLERGNHELVWQEKGTFKLTVLMPTDPEEASASKKSRKESPEEESKTKEDAVKQGDLDITHSPSSGSEKTEDVPKECENISSMVAFENLPEKVSEMVLTILVENISGLPSDDFKVEVNRDFAVAVVTFQKPIDIKKFIVDCISHRSNQQLQLAPRLLETTNVVRVENLPPGVDEYQLQLFFENPFNGGGRVARVECFPEESSALVEFCDSKVLDTVMAKTHSYNKMPLSVFPYY.... Result: 0 (no interaction). (2) The miRNA is dme-miR-iab-8-5p with sequence UUACGUAUACUGAAGGUAUACCG. The protein sequence of the target gene is MFGRLPPCASRVRAGALVGALGARTCGSSGAQRQGSAPDDSGAGLARGALREWTLQVSPFGRLRARLPCHLAVRPLDPLAHPDGDRVQVAVCGVEHVARGLDSLQVKYDADRQEMAILSDDIDPQASVEVNAPVKFDLSIESSGSGSVKVQNIECDSCKIDTEQGTSILQSVKSQKLHVQTKGGDVICCGTVYGNIDIHASDKSTVSIEKLQGSCVNISTEDGLLQAKYLYTESSFLSSAAGNIALGNVHGNIILQSKMGNITVDSSCGCLKASSHQGAIDVYVSQLGEVALTTEEGSIA.... Result: 0 (no interaction).